Dataset: Reaction yield outcomes from USPTO patents with 853,638 reactions. Task: Predict the reaction yield, written as a fraction of the theoretical maximum amount of product (1.0 means a 100% yield; for example, 0.34 means a 34% yield). (1) The reactants are Cl[CH2:2][C:3]1[N:4]=[C:5]2[N:10]=[C:9]([CH3:11])[CH:8]=[C:7]([CH3:12])[N:6]2[CH:13]=1.[CH3:14][N:15]1[CH:19]=[C:18]([C:20]2[CH:25]=[CH:24][CH:23]=[CH:22][CH:21]=2)[NH:17][C:16]1=[S:26].C([O-])([O-])=O.[K+].[K+]. The catalyst is CN(C=O)C. The product is [CH3:12][C:7]1[N:6]2[CH:13]=[C:3]([CH2:2][S:26][C:16]3[N:15]([CH3:14])[CH:19]=[C:18]([C:20]4[CH:25]=[CH:24][CH:23]=[CH:22][CH:21]=4)[N:17]=3)[N:4]=[C:5]2[N:10]=[C:9]([CH3:11])[CH:8]=1. The yield is 0.470. (2) The reactants are [CH3:1][O:2][C:3]([C:5]1[C:9]([CH2:10][OH:11])=[C:8]([C:12]2[CH:17]=[CH:16][C:15]([OH:18])=[CH:14][CH:13]=2)[N:7]([C:19]2[CH:24]=[CH:23][C:22]([Cl:25])=[CH:21][C:20]=2[Cl:26])[N:6]=1)=[O:4].C(N(CC)CC)C.[F:34][C:35]([F:43])([F:42])[CH2:36][CH2:37][S:38](Cl)(=[O:40])=[O:39].O. The catalyst is ClCCl. The product is [CH3:1][O:2][C:3]([C:5]1[C:9]([CH2:10][OH:11])=[C:8]([C:12]2[CH:13]=[CH:14][C:15]([O:18][S:38]([CH2:37][CH2:36][C:35]([F:43])([F:42])[F:34])(=[O:40])=[O:39])=[CH:16][CH:17]=2)[N:7]([C:19]2[CH:24]=[CH:23][C:22]([Cl:25])=[CH:21][C:20]=2[Cl:26])[N:6]=1)=[O:4]. The yield is 0.560. (3) The reactants are [Cl:1][C:2]1[CH:3]=[CH:4][CH:5]=[C:6]2[C:11]=1[C:10]([CH:12]=[O:13])=[CH:9][CH:8]=[C:7]2[O:14][CH3:15].CC(=CC)C.[O-:21]Cl=O.[Na+]. The catalyst is CC(O)(C)C.O. The product is [Cl:1][C:2]1[CH:3]=[CH:4][CH:5]=[C:6]2[C:11]=1[C:10]([C:12]([OH:21])=[O:13])=[CH:9][CH:8]=[C:7]2[O:14][CH3:15]. The yield is 0.800. (4) The reactants are [Cl:1][C:2]1[CH:8]=[C:7]([Cl:9])[CH:6]=[CH:5][C:3]=1[NH2:4].[H-].[Na+].Cl[C:13]1[C:22]2[C:17](=[CH:18][C:19]3[CH:26]=[C:25]([O:27][CH3:28])[C:24]([O:29][CH3:30])=[CH:23][C:20]=3[CH:21]=2)[N:16]=[CH:15][C:14]=1[C:31]#[N:32].CO. The catalyst is CN(C=O)C.O.C(OCC)C. The product is [Cl:1][C:2]1[CH:8]=[C:7]([Cl:9])[CH:6]=[CH:5][C:3]=1[NH:4][C:13]1[C:22]2[C:17](=[CH:18][C:19]3[CH:26]=[C:25]([O:27][CH3:28])[C:24]([O:29][CH3:30])=[CH:23][C:20]=3[CH:21]=2)[N:16]=[CH:15][C:14]=1[C:31]#[N:32]. The yield is 0.595. (5) The reactants are C[O:2][C:3](=[O:30])[C:4]1[CH:9]=[CH:8][C:7]([CH3:10])=[C:6]([N:11]2[C:16]([CH3:17])=[CH:15][C:14]([CH2:18][O:19][C:20]3[CH:25]=[CH:24][C:23]([F:26])=[CH:22][C:21]=3[F:27])=[C:13]([Br:28])[C:12]2=[O:29])[CH:5]=1.[OH-].[K+]. The catalyst is CO.O. The product is [Br:28][C:13]1[C:12](=[O:29])[N:11]([C:6]2[CH:5]=[C:4]([CH:9]=[CH:8][C:7]=2[CH3:10])[C:3]([OH:30])=[O:2])[C:16]([CH3:17])=[CH:15][C:14]=1[CH2:18][O:19][C:20]1[CH:25]=[CH:24][C:23]([F:26])=[CH:22][C:21]=1[F:27]. The yield is 0.870. (6) The reactants are [C:1]([OH:8])(=[O:7])/[CH:2]=[CH:3]/[C:4]([OH:6])=[O:5].[F:9][C:10]1[C:11]([CH2:32][NH:33][CH3:34])=[CH:12][N:13]([S:22]([C:25]2[CH:30]=[C:29]([CH3:31])[CH:28]=[CH:27][N:26]=2)(=[O:24])=[O:23])[C:14]=1[C:15]1[C:16]([F:21])=[N:17][CH:18]=[CH:19][CH:20]=1. The catalyst is C(O)C.C(OCC)(=O)C. The product is [C:1]([OH:8])(=[O:7])/[CH:2]=[CH:3]/[C:4]([OH:6])=[O:5].[F:9][C:10]1[C:11]([CH2:32][NH:33][CH3:34])=[CH:12][N:13]([S:22]([C:25]2[CH:30]=[C:29]([CH3:31])[CH:28]=[CH:27][N:26]=2)(=[O:24])=[O:23])[C:14]=1[C:15]1[C:16]([F:21])=[N:17][CH:18]=[CH:19][CH:20]=1. The yield is 0.910.